Dataset: Forward reaction prediction with 1.9M reactions from USPTO patents (1976-2016). Task: Predict the product of the given reaction. (1) Given the reactants C[O:2][C:3](=[O:23])[C:4]1[CH:9]=[CH:8][C:7]([NH:10][C:11](=[O:22])[CH2:12][O:13][C:14]2[CH:19]=[CH:18][C:17]([Cl:20])=[CH:16][C:15]=2[Cl:21])=[CH:6][CH:5]=1.Cl.C(OCC)(=O)C, predict the reaction product. The product is: [Cl:21][C:15]1[CH:16]=[C:17]([Cl:20])[CH:18]=[CH:19][C:14]=1[O:13][CH2:12][C:11]([NH:10][C:7]1[CH:8]=[CH:9][C:4]([C:3]([OH:23])=[O:2])=[CH:5][CH:6]=1)=[O:22]. (2) Given the reactants FC(F)(F)C(O)=O.C(OC(=O)[NH:14][C@@H:15]([CH2:30][N:31]1[CH2:36][C:35](=[O:37])[N:34]([C:38]2[CH:43]=[CH:42][CH:41]=[CH:40][C:39]=2[CH3:44])[CH2:33][C:32]1([CH3:46])[CH3:45])[C@@H:16]([OH:29])[CH2:17][C@H:18]([C:20](=[O:28])[NH:21][CH:22]1[CH2:27][CH2:26][CH2:25][CH2:24][CH2:23]1)[CH3:19])(C)(C)C.[C:48]([OH:55])(=[O:54])/[CH:49]=[CH:50]/[C:51]([OH:53])=[O:52].[CH:56]1([NH:62][C:63](=[O:88])[C@H:64]([CH3:87])[CH2:65][C@H:66]([OH:86])[C@@H:67]([NH2:85])[CH2:68][N:69]2[CH2:74][C:73](=[O:75])[N:72]([C:76]3[CH:81]=[CH:80][CH:79]=[CH:78][C:77]=3[CH3:82])[CH2:71][C:70]2([CH3:84])[CH3:83])[CH2:61][CH2:60][CH2:59][CH2:58][CH2:57]1, predict the reaction product. The product is: [C:48]([OH:55])(=[O:54])/[CH:49]=[CH:50]/[C:51]([OH:53])=[O:52].[CH:22]1([NH:21][C:20](=[O:28])[C@H:18]([CH3:19])[CH2:17][C@H:16]([OH:29])[C@@H:15]([NH2:14])[CH2:30][N:31]2[CH2:36][C:35](=[O:37])[N:34]([C:38]3[CH:43]=[CH:42][CH:41]=[CH:40][C:39]=3[CH3:44])[CH2:33][C:32]2([CH3:45])[CH3:46])[CH2:23][CH2:24][CH2:25][CH2:26][CH2:27]1.[NH2:85][C@@H:67]([CH2:68][N:69]1[CH2:74][C:73](=[O:75])[N:72]([C:76]2[CH:81]=[CH:80][CH:79]=[CH:78][C:77]=2[CH3:82])[CH2:71][C:70]1([CH3:83])[CH3:84])[C@@H:66]([OH:86])[CH2:65][C@@H:64]([CH3:87])[C:63]([NH:62][CH:56]1[CH2:57][CH2:58][CH2:59][CH2:60][CH2:61]1)=[O:88]. (3) The product is: [Br:1][C:2]1[C:10]2[S:9](=[O:11])(=[O:12])[N:8]([CH3:13])[C:7](=[O:14])[C:6]=2[CH:5]=[CH:4][CH:3]=1. Given the reactants [Br:1][C:2]1[C:10]2[S:9](=[O:12])(=[O:11])[N:8]([CH3:13])[CH:7]([OH:14])[C:6]=2[CH:5]=[CH:4][CH:3]=1.C1C=C[NH+]=CC=1.C1C=C[NH+]=CC=1.[O-][Cr](O[Cr]([O-])(=O)=O)(=O)=O, predict the reaction product.